From a dataset of Catalyst prediction with 721,799 reactions and 888 catalyst types from USPTO. Predict which catalyst facilitates the given reaction. (1) Reactant: [CH2:1](O)[CH2:2][CH2:3]/[CH:4]=[CH:5]\[CH2:6][CH2:7][CH2:8][CH2:9][CH3:10].C1(P(C2C=CC=CC=2)C2C=CC=CC=2)C=CC=CC=1.C1C(=O)N([Br:38])C(=O)C1. Product: [Br:38][CH2:1][CH2:2][CH2:3]/[CH:4]=[CH:5]\[CH2:6][CH2:7][CH2:8][CH2:9][CH3:10]. The catalyst class is: 3. (2) Reactant: C(OC([N:8]1[CH2:27][CH2:26][N:11]2[C:12](=[O:25])[C:13]3[C:18]([C@@H:10]2[CH2:9]1)=[CH:17][C:16]([C:19]#[CH:20])=[CH:15][C:14]=3[C:21]([F:24])([F:23])[F:22])=O)(C)(C)C.[ClH:28]. Product: [ClH:28].[C:19]([C:16]1[CH:17]=[C:18]2[C:13]([C:12](=[O:25])[N:11]3[CH2:26][CH2:27][NH:8][CH2:9][C@H:10]32)=[C:14]([C:21]([F:23])([F:24])[F:22])[CH:15]=1)#[CH:20]. The catalyst class is: 316. (3) Reactant: [NH2:1][C:2]1[CH:3]=[C:4]2[C:17](=[CH:18][CH:19]=1)[CH2:16][C:6]1([C:14]3[C:9](=[N:10][CH:11]=[CH:12][CH:13]=3)[NH:8][C:7]1=[O:15])[CH2:5]2.Cl[C:21]1[N:26]=[CH:25][N:24]=[C:23]([C:27]([C:29]2[CH:34]=[CH:33][CH:32]=[C:31]([F:35])[C:30]=2[F:36])=[O:28])[CH:22]=1.CCN(C(C)C)C(C)C. Product: [F:36][C:30]1[C:31]([F:35])=[CH:32][CH:33]=[CH:34][C:29]=1[C:27]([C:23]1[N:24]=[CH:25][N:26]=[C:21]([NH:1][C:2]2[CH:3]=[C:4]3[C:17](=[CH:18][CH:19]=2)[CH2:16][C:6]2([C:14]4[C:9](=[N:10][CH:11]=[CH:12][CH:13]=4)[NH:8][C:7]2=[O:15])[CH2:5]3)[CH:22]=1)=[O:28]. The catalyst class is: 16. (4) Reactant: [CH2:1]([O:21][C:22]1[CH:28]=[CH:27][C:25]([NH2:26])=[C:24]([CH3:29])[CH:23]=1)[CH2:2][CH2:3][CH2:4][CH2:5][CH2:6][CH2:7][CH2:8][CH2:9][CH2:10][CH2:11][CH2:12][CH2:13][CH2:14][CH2:15][CH2:16][CH2:17][CH2:18][CH2:19][CH3:20].[C:30]([C:33]1[CH:38]=[CH:37][CH:36]=[C:35]([C:39](=O)[CH3:40])[N:34]=1)(=O)[CH3:31]. Product: [CH2:1]([O:21][C:22]1[CH:28]=[CH:27][C:25]([N:26]=[C:30]([C:33]2[CH:38]=[CH:37][CH:36]=[C:35]([C:39](=[N:26][C:25]3[CH:27]=[CH:28][C:22]([O:21][CH2:1][CH2:2][CH2:3][CH2:4][CH2:5][CH2:6][CH2:7][CH2:8][CH2:9][CH2:10][CH2:11][CH2:12][CH2:13][CH2:14][CH2:15][CH2:16][CH2:17][CH2:18][CH2:19][CH3:20])=[CH:23][C:24]=3[CH3:29])[CH3:40])[N:34]=2)[CH3:31])=[C:24]([CH3:29])[CH:23]=1)[CH2:2][CH2:3][CH2:4][CH2:5][CH2:6][CH2:7][CH2:8][CH2:9][CH2:10][CH2:11][CH2:12][CH2:13][CH2:14][CH2:15][CH2:16][CH2:17][CH2:18][CH2:19][CH3:20]. The catalyst class is: 11. (5) Reactant: Cl.[CH3:2][O:3][C:4](=[O:10])[C@H:5]([CH:7]([CH3:9])[CH3:8])[NH2:6].C(N(CC)CC)C.[CH3:18][O:19][C:20]1[CH:29]=[C:28]([O:30][CH3:31])[CH:27]=[CH:26][C:21]=1[CH2:22][N:23]=[C:24]=[O:25]. Product: [CH3:18][O:19][C:20]1[CH:29]=[C:28]([O:30][CH3:31])[CH:27]=[CH:26][C:21]=1[CH2:22][NH:23][C:24]([NH:6][C@H:5]([C:4]([O:3][CH3:2])=[O:10])[CH:7]([CH3:9])[CH3:8])=[O:25]. The catalyst class is: 22. (6) Reactant: [CH2:1]([NH:5][C:6]1[CH:11]=[C:10]([O:12][CH2:13][CH2:14][CH:15]([CH3:17])[CH3:16])[CH:9]=[CH:8][C:7]=1[NH:18][C:19](=O)[CH2:20][O:21][C:22]1[CH:27]=[CH:26][CH:25]=[C:24]([O:28][CH3:29])[CH:23]=1)[CH:2]([CH3:4])[CH3:3]. Product: [CH2:1]([N:5]1[C:6]2[CH:11]=[C:10]([O:12][CH2:13][CH2:14][CH:15]([CH3:17])[CH3:16])[CH:9]=[CH:8][C:7]=2[N:18]=[C:19]1[CH2:20][O:21][C:22]1[CH:27]=[CH:26][CH:25]=[C:24]([O:28][CH3:29])[CH:23]=1)[CH:2]([CH3:4])[CH3:3]. The catalyst class is: 52. (7) Product: [OH:1][C:2]1[CH:11]=[C:10]2[C:5]([CH:6]([CH2:20][CH2:21][CH2:22][O:23][C:24]3[CH:29]=[CH:28][C:27]([O:30][CH2:31][CH2:32][S:33]([CH2:34][CH2:35][CH2:36][C:37]([F:43])([F:42])[C:38]([F:39])([F:40])[F:41])=[O:44])=[CH:26][CH:25]=3)[C:7]([C:13]3[CH:18]=[CH:17][C:16]([OH:19])=[CH:15][CH:14]=3)([CH3:12])[CH2:8][S:9]2)=[CH:4][CH:3]=1. Reactant: [OH:1][C:2]1[CH:11]=[C:10]2[C:5]([CH:6]([CH2:20][CH2:21][CH2:22][O:23][C:24]3[CH:29]=[CH:28][C:27]([O:30][CH2:31][CH2:32][S:33][CH2:34][CH2:35][CH2:36][C:37]([F:43])([F:42])[C:38]([F:41])([F:40])[F:39])=[CH:26][CH:25]=3)[C:7]([C:13]3[CH:18]=[CH:17][C:16]([OH:19])=[CH:15][CH:14]=3)([CH3:12])[CH2:8][S:9]2)=[CH:4][CH:3]=1.[OH2:44]. The catalyst class is: 30. (8) Reactant: [F:1][C:2]1[CH:11]=[C:10]2[C:5]([C:6]([OH:12])=[N:7][CH:8]=[N:9]2)=[CH:4][CH:3]=1.[N+:13]([O-])([OH:15])=[O:14]. Product: [F:1][C:2]1[CH:11]=[C:10]2[C:5]([C:6]([OH:12])=[N:7][CH:8]=[N:9]2)=[CH:4][C:3]=1[N+:13]([O-:15])=[O:14]. The catalyst class is: 82. (9) Reactant: [Br:1][C:2]1[C:3]([CH3:14])=[N:4][NH:5][C:6]=1[C:7]1[CH:12]=[CH:11][C:10]([F:13])=[CH:9][CH:8]=1.[O:15]1[CH2:19][CH2:18][CH:17](CO)[CH2:16]1.[C:22]1(P(C2C=CC=CC=2)C2C=CC=CC=2)C=CC=CC=1.N(C(OC(C)C)=O)=NC(OC(C)C)=O. Product: [Br:1][C:2]1[C:3]([CH3:14])=[N:4][N:5]([CH2:22][CH:16]2[CH2:17][CH2:18][CH2:19][O:15]2)[C:6]=1[C:7]1[CH:12]=[CH:11][C:10]([F:13])=[CH:9][CH:8]=1. The catalyst class is: 7.